This data is from Reaction yield outcomes from USPTO patents with 853,638 reactions. The task is: Predict the reaction yield, written as a fraction of the theoretical maximum amount of product (1.0 means a 100% yield; for example, 0.34 means a 34% yield). (1) The reactants are [CH2:1]([O:3][C:4]([C:6]1[C:7](Cl)=[N:8][C:9]([CH2:12][CH2:13][CH2:14][N:15]2[C:23](=[O:24])[C:22]3[C:17](=[CH:18][CH:19]=[CH:20][CH:21]=3)[C:16]2=[O:25])=[N:10][CH:11]=1)=[O:5])[CH3:2].[NH2:27][C:28]1[CH:33]=[CH:32][CH:31]=[C:30]([CH3:34])[CH:29]=1. No catalyst specified. The product is [CH2:1]([O:3][C:4]([C:6]1[C:7]([NH:27][C:28]2[CH:29]=[C:30]([CH3:34])[CH:31]=[CH:32][CH:33]=2)=[N:8][C:9]([CH2:12][CH2:13][CH2:14][N:15]2[C:23](=[O:24])[C:22]3[C:17](=[CH:18][CH:19]=[CH:20][CH:21]=3)[C:16]2=[O:25])=[N:10][CH:11]=1)=[O:5])[CH3:2]. The yield is 0.610. (2) The reactants are [NH2:1][C:2]1[CH:3]=[C:4]([OH:9])[CH:5]=[CH:6][C:7]=1[F:8].CC(C)([O-])C.[K+].Br[C:17]1[CH:18]=[CH:19][C:20]([C:23]#[N:24])=[N:21][CH:22]=1. The catalyst is CC(N(C)C)=O. The product is [NH2:1][C:2]1[CH:3]=[C:4]([CH:5]=[CH:6][C:7]=1[F:8])[O:9][C:17]1[CH:18]=[CH:19][C:20]([C:23]#[N:24])=[N:21][CH:22]=1. The yield is 0.440. (3) The reactants are [Br:1][C:2]1[N:3]=[C:4]([NH:15][CH2:16][CH:17]2[CH2:22][CH2:21][O:20][CH2:19][CH2:18]2)[C:5]([NH:8][CH2:9][C:10](OCC)=[O:11])=[N:6][CH:7]=1. The catalyst is C(O)(=O)C. The product is [Br:1][C:2]1[N:3]=[C:4]2[N:15]([CH2:16][CH:17]3[CH2:22][CH2:21][O:20][CH2:19][CH2:18]3)[C:10](=[O:11])[CH2:9][NH:8][C:5]2=[N:6][CH:7]=1. The yield is 0.680. (4) The reactants are [N+:1]([C:4]1[C:13]2[C:8](=[CH:9][CH:10]=[CH:11][CH:12]=2)[C:7]([O:14][CH:15]([CH3:31])[CH2:16][C:17]2[CH:22]=[CH:21][N:20]=[C:19]([NH:23][C:24](=[O:30])[O:25][C:26]([CH3:29])([CH3:28])[CH3:27])[CH:18]=2)=[CH:6][CH:5]=1)([O-])=O.[H][H]. The catalyst is CO.[Pt]. The product is [NH2:1][C:4]1[C:13]2[C:8](=[CH:9][CH:10]=[CH:11][CH:12]=2)[C:7]([O:14][CH:15]([CH3:31])[CH2:16][C:17]2[CH:22]=[CH:21][N:20]=[C:19]([NH:23][C:24](=[O:30])[O:25][C:26]([CH3:28])([CH3:27])[CH3:29])[CH:18]=2)=[CH:6][CH:5]=1. The yield is 1.00. (5) The reactants are [F:1][C:2]1[CH:23]=[CH:22][C:5]([CH2:6][CH2:7][C:8]2[S:9][C:10]3[N:11]=[C:12]([NH2:21])[N:13]=[C:14](S(C)(=O)=O)[C:15]=3[N:16]=2)=[CH:4][CH:3]=1.[CH3:24][O:25][C:26]1[CH:36]=[CH:35][C:29]([O:30][CH2:31][C:32]([OH:34])=O)=[CH:28][CH:27]=1.CN(C(O[N:45]1N=[N:52][C:47]2C=CC=C[C:46]1=2)=[N+](C)C)C.[B-](F)(F)(F)F.[CH3:59][CH2:60]N(C(C)C)C(C)C. The catalyst is CN(C=O)C.O. The product is [NH2:21][C:12]1[N:13]=[C:14]([N:45]2[CH2:46][CH2:47][N:52]([C:32](=[O:34])[CH2:31][O:30][C:29]3[CH:28]=[CH:27][C:26]([O:25][CH3:24])=[CH:36][CH:35]=3)[CH2:60][CH2:59]2)[C:15]2[N:16]=[C:8]([CH2:7][CH2:6][C:5]3[CH:22]=[CH:23][C:2]([F:1])=[CH:3][CH:4]=3)[S:9][C:10]=2[N:11]=1. The yield is 0.690. (6) The reactants are [Cl:1][C:2]1[CH:3]=[C:4]([N:9]2C(=O)[O:12][N:11]=[C:10]2[C:15]2[C:19]([CH2:20][O:21][C:22]3[CH:27]=[CH:26][CH:25]=[CH:24][CH:23]=3)=[N:18][O:17][N:16]=2)[CH:5]=[CH:6][C:7]=1[F:8].CCO.[OH-].[Na+].C(O)(=O)C. The catalyst is O. The product is [Cl:1][C:2]1[CH:3]=[C:4]([NH:9][C:10]([C:15]2[C:19]([CH2:20][O:21][C:22]3[CH:27]=[CH:26][CH:25]=[CH:24][CH:23]=3)=[N:18][O:17][N:16]=2)=[N:11][OH:12])[CH:5]=[CH:6][C:7]=1[F:8]. The yield is 0.900. (7) The reactants are [NH2:1][C:2]1[CH:7]=[C:6]([O:8][CH2:9][CH2:10][O:11][CH3:12])[CH:5]=[CH:4][C:3]=1/[CH:13]=[CH:14]/[C:15]([O:17][CH2:18][CH3:19])=[O:16].[Cl:20][C:21]1[CH:29]=[C:28]([Cl:30])[CH:27]=[CH:26][C:22]=1[C:23](Cl)=[O:24].C(N(CC)CC)C. The catalyst is O1CCCC1. The product is [Cl:20][C:21]1[CH:29]=[C:28]([Cl:30])[CH:27]=[CH:26][C:22]=1[C:23]([NH:1][C:2]1[CH:7]=[C:6]([O:8][CH2:9][CH2:10][O:11][CH3:12])[CH:5]=[CH:4][C:3]=1/[CH:13]=[CH:14]/[C:15]([O:17][CH2:18][CH3:19])=[O:16])=[O:24]. The yield is 0.770. (8) The reactants are [CH3:1][O:2][C:3]1[CH:9]=[CH:8][C:6]([NH2:7])=[C:5]([CH3:10])[CH:4]=1.[N+:11]([C:14]1[CH:21]=[CH:20][CH:19]=[CH:18][C:15]=1[CH:16]=O)([O-])=O. The catalyst is O1CCCC1. The product is [CH3:1][O:2][C:3]1[CH:9]=[CH:8][C:6]([N:7]2[CH:16]=[C:15]3[C:14]([CH:21]=[CH:20][CH:19]=[CH:18]3)=[N:11]2)=[C:5]([CH3:10])[CH:4]=1. The yield is 0.630. (9) The reactants are [Br:1][C:2]1[CH:3]=[C:4]([N:8]2[C:16]3[C:11](=[CH:12][C:13]([CH2:17][O:18][Si](C(C)(C)C)(C)C)=[CH:14][CH:15]=3)[C:10]([C:26]([O:28][CH3:29])=[O:27])=[N:9]2)[CH:5]=[CH:6][CH:7]=1.[F-].C([N+](CCCC)(CCCC)CCCC)CCC. The catalyst is O1CCCC1.C(OCC)(=O)C. The product is [Br:1][C:2]1[CH:3]=[C:4]([N:8]2[C:16]3[C:11](=[CH:12][C:13]([CH2:17][OH:18])=[CH:14][CH:15]=3)[C:10]([C:26]([O:28][CH3:29])=[O:27])=[N:9]2)[CH:5]=[CH:6][CH:7]=1. The yield is 0.990. (10) The reactants are C(Br)(Br)(Br)Br.[C:6]1(P(C2C=CC=CC=2)C2C=CC=CC=2)C=CC=CC=1.[F:25][C:26]1[CH:33]=[CH:32][CH:31]=[CH:30][C:27]=1[CH:28]=O.[O:34]=[C:35]1[CH2:40][CH2:39][N:38]([C:41]([O:43][C:44]([CH3:47])([CH3:46])[CH3:45])=[O:42])[CH2:37][CH2:36]1.[Cl-].[NH4+]. The catalyst is ClCCl.O1CCCC1.CCCCCC. The product is [C:44]([O:43][C:41]([N:38]1[CH2:37][CH2:36][C:35]([C:6]#[C:28][C:27]2[CH:30]=[CH:31][CH:32]=[CH:33][C:26]=2[F:25])([OH:34])[CH2:40][CH2:39]1)=[O:42])([CH3:47])([CH3:46])[CH3:45]. The yield is 0.230.